Dataset: Full USPTO retrosynthesis dataset with 1.9M reactions from patents (1976-2016). Task: Predict the reactants needed to synthesize the given product. (1) Given the product [CH3:1][N:2]1[C:10]2[C:5](=[CH:6][CH:7]=[C:8]([O:11][C:14]3[N:15]=[C:16]([OH:30])[C:17]4[CH:23]=[CH:22][N:21]=[C:20]([C:24]5[N:25]=[CH:26][N:27]([CH3:29])[CH:28]=5)[C:18]=4[N:19]=3)[CH:9]=2)[C:4]([CH3:12])=[N:3]1, predict the reactants needed to synthesize it. The reactants are: [CH3:1][N:2]1[C:10]2[C:5](=[CH:6][CH:7]=[C:8]([OH:11])[CH:9]=2)[C:4]([CH3:12])=[N:3]1.Cl[C:14]1[N:15]=[C:16]([OH:30])[C:17]2[CH:23]=[CH:22][N:21]=[C:20]([C:24]3[N:25]=[CH:26][N:27]([CH3:29])[CH:28]=3)[C:18]=2[N:19]=1. (2) Given the product [Cl:1][C:2]1[CH:7]=[C:6]([Cl:8])[CH:5]=[CH:4][C:3]=1[CH2:9][N:10]1[C:11]([OH:31])=[C:12]([C:27]([NH:45][CH2:44][C:43]([F:47])([F:46])[F:42])=[O:28])[C:13]([OH:26])=[C:14]([C:17]([NH:19][CH2:20][C:21]([OH:23])=[O:22])=[O:18])[C:15]1=[O:16], predict the reactants needed to synthesize it. The reactants are: [Cl:1][C:2]1[CH:7]=[C:6]([Cl:8])[CH:5]=[CH:4][C:3]=1[CH2:9][N:10]1[C:15](=[O:16])[C:14]([C:17]([NH:19][CH2:20][C:21]([O:23]CC)=[O:22])=[O:18])=[C:13]([OH:26])[C:12]([C:27](OC)=[O:28])=[C:11]1[OH:31].C(N(CC)C(C)C)(C)C.Cl.[F:42][C:43]([F:47])([F:46])[CH2:44][NH2:45]. (3) Given the product [Cl:1][C:2]1[C:7]([Cl:8])=[CH:6][CH:5]=[CH:4][C:3]=1[C:9]1[N:10]([C:15]2[CH:20]=[CH:19][C:18]([C:21]3[CH:26]=[CH:25][CH:24]=[C:23]([S:27]([CH3:30])(=[O:29])=[O:28])[CH:22]=3)=[CH:17][CH:16]=2)[CH:11]=[C:12]([C:33]2[CH:34]=[CH:35][S:31][CH:32]=2)[N:13]=1, predict the reactants needed to synthesize it. The reactants are: [Cl:1][C:2]1[C:7]([Cl:8])=[CH:6][CH:5]=[CH:4][C:3]=1[C:9]1[N:10]([C:15]2[CH:20]=[CH:19][C:18]([C:21]3[CH:26]=[CH:25][CH:24]=[C:23]([S:27]([CH3:30])(=[O:29])=[O:28])[CH:22]=3)=[CH:17][CH:16]=2)[CH:11]=[C:12](I)[N:13]=1.[S:31]1[CH:35]=[CH:34][C:33](B(O)O)=[CH:32]1.C(=O)([O-])[O-].[K+].[K+].[O-]S([O-])(=O)=O.[Na+].[Na+].